From a dataset of Full USPTO retrosynthesis dataset with 1.9M reactions from patents (1976-2016). Predict the reactants needed to synthesize the given product. (1) Given the product [OH:8][N:9]1[C:15](=[O:16])[N:14]2[CH2:17][C@H:10]1[CH2:11][CH2:12][C@H:13]2[C:18]([NH:20][N:21]1[CH2:26][CH2:25][CH2:24][CH2:23][C:22]1=[O:27])=[O:19], predict the reactants needed to synthesize it. The reactants are: C([O:8][N:9]1[C:15](=[O:16])[N:14]2[CH2:17][C@H:10]1[CH2:11][CH2:12][C@H:13]2[C:18]([NH:20][N:21]1[CH2:26][CH2:25][CH2:24][CH2:23][C:22]1=[O:27])=[O:19])C1C=CC=CC=1. (2) Given the product [CH3:1][C:2]1([CH3:14])[O:6][B:5]([C:7]2[CH:8]=[N:9][N:10]([CH2:18][C:19]3[CH:24]=[N:23][CH:22]=[CH:21][N:20]=3)[CH:11]=2)[O:4][C:3]1([CH3:13])[CH3:12], predict the reactants needed to synthesize it. The reactants are: [CH3:1][C:2]1([CH3:14])[O:6][B:5]([C:7]2[CH:8]=[N:9][NH:10][CH:11]=2)[O:4][C:3]1([CH3:13])[CH3:12].Cl.Cl.Br[CH2:18][C:19]1[CH:24]=[N:23][CH:22]=[CH:21][N:20]=1.C(=O)([O-])[O-].[Cs+].[Cs+]. (3) The reactants are: [CH3:1][C:2]([CH:4]1[CH2:7][CH2:6][CH2:5]1)=[O:3].C[O-].[Na+].[C:11](OC)(=[O:16])[C:12]([O:14][CH3:15])=[O:13]. Given the product [CH3:15][O:14][C:12](=[O:13])[C:11](=[O:16])[CH2:1][C:2]([CH:4]1[CH2:7][CH2:6][CH2:5]1)=[O:3], predict the reactants needed to synthesize it.